Dataset: Reaction yield outcomes from USPTO patents with 853,638 reactions. Task: Predict the reaction yield, written as a fraction of the theoretical maximum amount of product (1.0 means a 100% yield; for example, 0.34 means a 34% yield). (1) The reactants are [CH2:1]([O:3][C:4]([C:6]1[C:10]2[CH2:11][NH:12][CH2:13][CH2:14][C:9]=2[N:8]([C:15]2[CH:20]=[CH:19][CH:18]=[C:17]([Br:21])[CH:16]=2)[N:7]=1)=[O:5])[CH3:2].FC(F)(F)C(O)=O.[CH3:29][S:30](Cl)=[O:31].C(N(CC)CC)C. The catalyst is ClCCl. The product is [Br:21][C:17]1[CH:16]=[C:15]([N:8]2[C:9]3[CH2:14][CH2:13][N:12]([S:30]([CH3:29])=[O:31])[CH2:11][C:10]=3[C:6]([C:4]([O:3][CH2:1][CH3:2])=[O:5])=[N:7]2)[CH:20]=[CH:19][CH:18]=1. The yield is 0.340. (2) The reactants are [Cl:1][C:2]1[CH:7]=[CH:6][C:5]([O:8][CH3:9])=[CH:4][C:3]=1[CH2:10][C:11](O)=O.[C:14]1([NH:20][C:21](=[S:24])[NH:22][NH2:23])[CH:19]=[CH:18][CH:17]=[CH:16][CH:15]=1. No catalyst specified. The product is [Cl:1][C:2]1[CH:7]=[CH:6][C:5]([O:8][CH3:9])=[CH:4][C:3]=1[CH2:10][C:11]1[N:20]([C:14]2[CH:15]=[CH:16][CH:17]=[CH:18][CH:19]=2)[C:21](=[S:24])[NH:22][N:23]=1. The yield is 0.250. (3) The reactants are [NH:1]1[C:5]([C:6]2[CH:7]=[C:8]([CH:11]=[CH:12][CH:13]=2)[C:9]#[N:10])=[N:4][N:3]=[N:2]1.C(=O)([O-])[O-].[Na+].[Na+].Br[CH2:21][C:22]([O:24][CH3:25])=[O:23]. The catalyst is CN(C)C=O. The product is [CH3:25][O:24][C:22](=[O:23])[CH2:21][N:4]1[C:5]([C:6]2[CH:13]=[CH:12][CH:11]=[C:8]([C:9]#[N:10])[CH:7]=2)=[N:1][N:2]=[N:3]1. The yield is 0.810. (4) The reactants are [Cl:1][C:2]1[CH:7]=[C:6]([Cl:8])[CH:5]=[CH:4][C:3]=1[CH2:9][N:10]1[C:15](=[O:16])[C:14]([C:17]([NH:19][CH2:20][C:21](OCC)=O)=[O:18])=[C:13]([OH:26])[C:12](C(OC)=O)=[C:11]1[OH:31].Cl[C:33]1[CH:38]=C(Cl)C=[CH:35][C:34]=1CNC1OC(=O)C2C(=O)OC(C)(C)OC=2C=1.C(N(CC)C(C)C)(C)C.[N:65]([CH2:68][C:69]([O:71]CC)=[O:70])=[C:66]=[O:67]. The catalyst is C(Cl)(Cl)Cl. The product is [Cl:1][C:2]1[CH:7]=[C:6]([Cl:8])[CH:5]=[CH:4][C:3]=1[CH2:9][N:10]1[C:15]([OH:16])=[C:14]([C:17]([NH:19][C:20]2[CH:35]=[CH:34][CH:33]=[CH:38][CH:21]=2)=[O:18])[C:13]([OH:26])=[C:12]([C:66]([NH:65][CH2:68][C:69]([OH:71])=[O:70])=[O:67])[C:11]1=[O:31]. The yield is 0.800. (5) The reactants are [Cl:1][C:2]1[CH:7]=[CH:6][C:5](/[CH:8]=[CH:9]/[C:10]([O:12][CH2:13][CH3:14])=[O:11])=[CH:4][C:3]=1[O:15][C:16]1[N:20]([CH3:21])[N:19]=[C:18]([CH3:22])[C:17]=1[CH:23]=[O:24].O1CCCC1. The catalyst is [Pt]=O.C(O)C. The product is [Cl:1][C:2]1[CH:7]=[CH:6][C:5]([CH2:8][CH2:9][C:10]([O:12][CH2:13][CH3:14])=[O:11])=[CH:4][C:3]=1[O:15][C:16]1[N:20]([CH3:21])[N:19]=[C:18]([CH3:22])[C:17]=1[CH:23]=[O:24]. The yield is 0.510. (6) The reactants are [H-].[Na+].[CH:3]([C:6]1[CH:11]=[CH:10][C:9]([CH:12]2[C:16]3[C:17]([CH3:24])=[C:18]([OH:23])[C:19]([CH3:22])=[C:20]([CH3:21])[C:15]=3[O:14][C:13]2([CH3:26])[CH3:25])=[CH:8][CH:7]=1)([CH3:5])[CH3:4].Cl[C:28]1[CH:33]=[CH:32][C:31]([N+:34]([O-:36])=[O:35])=[CH:30][C:29]=1[N+:37]([O-:39])=[O:38].O. The catalyst is CN(C)C=O. The product is [CH:3]([C:6]1[CH:11]=[CH:10][C:9]([CH:12]2[C:16]3[C:17]([CH3:24])=[C:18]([O:23][C:32]4[CH:33]=[CH:28][C:29]([N+:37]([O-:39])=[O:38])=[CH:30][C:31]=4[N+:34]([O-:36])=[O:35])[C:19]([CH3:22])=[C:20]([CH3:21])[C:15]=3[O:14][C:13]2([CH3:26])[CH3:25])=[CH:8][CH:7]=1)([CH3:5])[CH3:4]. The yield is 0.500. (7) The reactants are [Br:1][CH:2](Br)[C:3]1[CH:8]=[CH:7][C:6]([C:9]2[N:13]=[CH:12][O:11][N:10]=2)=[CH:5][C:4]=1[F:14].C(N(C(C)C)CC)(C)C.P([O-])(OCC)OCC. The catalyst is C1COCC1. The product is [Br:1][CH2:2][C:3]1[CH:8]=[CH:7][C:6]([C:9]2[N:13]=[CH:12][O:11][N:10]=2)=[CH:5][C:4]=1[F:14]. The yield is 0.940. (8) The reactants are [CH3:1][C:2]1([CH3:37])[N:6]([S:7]([C:10]2[CH:15]=[CH:14][CH:13]=[CH:12][CH:11]=2)(=[O:9])=[O:8])[CH2:5][CH:4]([CH2:16][N:17]2[C:25]3[C:20](=[CH:21][C:22]([C:26]4[CH:27]=[N:28][N:29](C5CCCCO5)[CH:30]=4)=[CH:23][CH:24]=3)[CH:19]=[CH:18]2)[CH2:3]1.C1(C)C=CC(S(O)(=O)=O)=CC=1.C(=O)(O)[O-].[Na+]. The catalyst is CO.ClCCl. The product is [CH3:1][C:2]1([CH3:37])[N:6]([S:7]([C:10]2[CH:15]=[CH:14][CH:13]=[CH:12][CH:11]=2)(=[O:9])=[O:8])[CH2:5][CH:4]([CH2:16][N:17]2[C:25]3[C:20](=[CH:21][C:22]([C:26]4[CH:30]=[N:29][NH:28][CH:27]=4)=[CH:23][CH:24]=3)[CH:19]=[CH:18]2)[CH2:3]1. The yield is 0.610.